This data is from Full USPTO retrosynthesis dataset with 1.9M reactions from patents (1976-2016). The task is: Predict the reactants needed to synthesize the given product. Given the product [OH:22][CH:21]([C:2]1[C:10]2[C:5](=[CH:6][CH:7]=[CH:8][CH:9]=2)[N:4]2[CH2:11][N:12]([CH3:15])[CH2:13][CH2:14][C:3]=12)[C:23]1[CH:24]=[CH:25][C:26]([C:27]([O:29][CH3:30])=[O:28])=[CH:31][CH:32]=1, predict the reactants needed to synthesize it. The reactants are: Br[C:2]1[C:10]2[C:5](=[CH:6][CH:7]=[CH:8][CH:9]=2)[N:4]2[CH2:11][N:12]([CH3:15])[CH2:13][CH2:14][C:3]=12.[Li]C(C)(C)C.[CH:21]([C:23]1[CH:32]=[CH:31][C:26]([C:27]([O:29][CH3:30])=[O:28])=[CH:25][CH:24]=1)=[O:22].